From a dataset of Peptide-MHC class I binding affinity with 185,985 pairs from IEDB/IMGT. Regression. Given a peptide amino acid sequence and an MHC pseudo amino acid sequence, predict their binding affinity value. This is MHC class I binding data. The peptide sequence is FTTSLFLHL. The MHC is HLA-A02:01 with pseudo-sequence HLA-A02:01. The binding affinity (normalized) is 0.641.